From a dataset of Full USPTO retrosynthesis dataset with 1.9M reactions from patents (1976-2016). Predict the reactants needed to synthesize the given product. (1) Given the product [OH:14][C:11]1[CH:12]=[CH:13][C:8]([C:6]2[N:7]=[C:2]([NH:15][C:16]3[CH:17]=[C:18]([CH:22]=[CH:23][C:24]=3[CH3:25])[C:19]([OH:21])=[O:20])[CH:3]=[N:4][CH:5]=2)=[CH:9][CH:10]=1, predict the reactants needed to synthesize it. The reactants are: Cl[C:2]1[N:7]=[C:6]([C:8]2[CH:13]=[CH:12][C:11]([OH:14])=[CH:10][CH:9]=2)[CH:5]=[N:4][CH:3]=1.[NH2:15][C:16]1[CH:17]=[C:18]([CH:22]=[CH:23][C:24]=1[CH3:25])[C:19]([OH:21])=[O:20].CC1(C)C2C(=C(P(C3C=CC=CC=3)C3C=CC=CC=3)C=CC=2)OC2C(P(C3C=CC=CC=3)C3C=CC=CC=3)=CC=CC1=2. (2) Given the product [Br:1][C:2]1[CH:7]=[CH:6][N:5]=[C:4]([CH:17]([CH3:19])[CH3:18])[CH:3]=1, predict the reactants needed to synthesize it. The reactants are: [Br:1][C:2]1[CH:7]=[CH:6][N:5](C(OC2C=CC=CC=2)=O)[CH:4]([CH:17]([CH3:19])[CH3:18])[CH:3]=1.ClC1C(=O)C(Cl)=C(Cl)C(=O)C=1Cl.[OH-].[Na+]. (3) The reactants are: [CH2:1]([O:8][C:9]1[C:14]([F:15])=[CH:13][C:12](OB(O)O)=[CH:11][C:10]=1[F:20])[C:2]1[CH:7]=[CH:6][CH:5]=[CH:4][CH:3]=1.Br[C:22]1[N:23]=[C:24]([N:32]2[CH2:37][CH2:36][N:35]([CH2:38][CH3:39])[CH2:34][CH2:33]2)[C:25]2[C:30]([CH:31]=1)=[CH:29][CH:28]=[CH:27][CH:26]=2.C(=O)([O-])[O-].[Na+].[Na+]. Given the product [CH2:38]([N:35]1[CH2:34][CH2:33][N:32]([C:24]2[C:25]3[C:30](=[CH:29][CH:28]=[CH:27][CH:26]=3)[CH:31]=[C:22]([C:12]3[CH:13]=[C:14]([F:15])[C:9]([O:8][CH2:1][C:2]4[CH:7]=[CH:6][CH:5]=[CH:4][CH:3]=4)=[C:10]([F:20])[CH:11]=3)[N:23]=2)[CH2:37][CH2:36]1)[CH3:39], predict the reactants needed to synthesize it. (4) Given the product [CH2:78]([O:85][C@@H:86]1[C@@H:91]([NH2:1])[CH2:90][CH2:89][O:88][CH2:87]1)[C:79]1[CH:84]=[CH:83][CH:82]=[CH:81][CH:80]=1, predict the reactants needed to synthesize it. The reactants are: [NH2:1][C@H](C(O)=O)C.C([O-])=O.[Na+].OP([O-])([O-])=O.[Na+].[Na+].C1N=C(N)C2N=CN([C@@H]3O[C@H](COP(OP(OC[C@H]4O[C@@H](N5C=C(C(N)=O)CC=C5)[C@H](O)[C@@H]4O)(O)=O)(O)=O)[C@@H](O)[C@H]3O)C=2N=1.CC1C(O)=C(C=O)C(COP(O)(O)=O)=CN=1.[CH2:78]([O:85][C@@H:86]1[C:91](=O)[CH2:90][CH2:89][O:88][CH2:87]1)[C:79]1[CH:84]=[CH:83][CH:82]=[CH:81][CH:80]=1.C(=O)([O-])[O-].[K+].[K+]. (5) The reactants are: [OH-].[Na+].C([O:5][C:6]([C:8]1[CH:13]=[CH:12][C:11]([NH:14][C:15]([C:17]2[CH:22]=[C:21]([N+:23]([O-:25])=[O:24])[CH:20]=[CH:19][C:18]=2[Cl:26])=[O:16])=[CH:10][CH:9]=1)=[O:7])C.O.Cl. Given the product [Cl:26][C:18]1[CH:19]=[CH:20][C:21]([N+:23]([O-:25])=[O:24])=[CH:22][C:17]=1[C:15]([NH:14][C:11]1[CH:12]=[CH:13][C:8]([C:6]([OH:7])=[O:5])=[CH:9][CH:10]=1)=[O:16], predict the reactants needed to synthesize it. (6) Given the product [CH2:19]([O:26][C:27]1[CH:32]=[C:31]([CH:30]=[CH:29][C:28]=1[N:34]1[CH2:35][C:36](=[O:47])[N:37]([CH2:41][CH2:42][Si:43]([CH3:44])([CH3:45])[CH3:46])[S:38]1(=[O:39])=[O:40])[CH2:2][CH:3]1[NH:9][C:8](=[O:10])[C:7]2[CH:11]=[CH:12][CH:13]=[CH:14][C:6]=2[C:5]2[CH:15]=[CH:16][CH:17]=[CH:18][C:4]1=2)[C:20]1[CH:25]=[CH:24][CH:23]=[CH:22][CH:21]=1, predict the reactants needed to synthesize it. The reactants are: I[CH2:2][CH:3]1[NH:9][C:8](=[O:10])[C:7]2[CH:11]=[CH:12][CH:13]=[CH:14][C:6]=2[C:5]2[CH:15]=[CH:16][CH:17]=[CH:18][C:4]1=2.[CH2:19]([O:26][C:27]1[CH:32]=[C:31](I)[CH:30]=[CH:29][C:28]=1[N:34]1[S:38](=[O:40])(=[O:39])[N:37]([CH2:41][CH2:42][Si:43]([CH3:46])([CH3:45])[CH3:44])[C:36](=[O:47])[CH2:35]1)[C:20]1[CH:25]=[CH:24][CH:23]=[CH:22][CH:21]=1. (7) Given the product [Cl:12][C:13]1[CH:14]=[C:15]([C:19](=[N:11][NH:10][C:8]([C:5]2[CH:4]=[N:3][C:2]([CH3:1])=[CH:7][N:6]=2)=[O:9])[CH:20]=[N:21][OH:22])[CH:16]=[CH:17][CH:18]=1, predict the reactants needed to synthesize it. The reactants are: [CH3:1][C:2]1[N:3]=[CH:4][C:5]([C:8]([NH:10][NH2:11])=[O:9])=[N:6][CH:7]=1.[Cl:12][C:13]1[CH:14]=[C:15]([C:19](=O)[CH:20]=[N:21][OH:22])[CH:16]=[CH:17][CH:18]=1.